Dataset: Catalyst prediction with 721,799 reactions and 888 catalyst types from USPTO. Task: Predict which catalyst facilitates the given reaction. Reactant: Cl[C:2]1[N:7]=[N:6][C:5]([C:8]([NH2:10])=[O:9])=[C:4]([NH:11][C:12]2[CH:17]=[CH:16][C:15]([CH3:18])=[C:14]([CH3:19])[N:13]=2)[CH:3]=1.[NH2:20][C@@H:21]1[CH2:26][CH2:25][CH2:24][CH2:23][C@@H:22]1[NH:27][C:28](=[O:34])[O:29][C:30]([CH3:33])([CH3:32])[CH3:31]. Product: [NH4+:6].[OH-:9].[C:8]([C:5]1[N:6]=[N:7][C:2]([NH:20][C@@H:21]2[CH2:26][CH2:25][CH2:24][CH2:23][C@@H:22]2[NH:27][C:28](=[O:34])[O:29][C:30]([CH3:32])([CH3:31])[CH3:33])=[CH:3][C:4]=1[NH:11][C:12]1[CH:17]=[CH:16][C:15]([CH3:18])=[C:14]([CH3:19])[N:13]=1)(=[O:9])[NH2:10]. The catalyst class is: 37.